This data is from Reaction yield outcomes from USPTO patents with 853,638 reactions. The task is: Predict the reaction yield, written as a fraction of the theoretical maximum amount of product (1.0 means a 100% yield; for example, 0.34 means a 34% yield). (1) The reactants are Cl[C:2]1[N:3]=[CH:4][C:5]([C:8]([O:10][CH3:11])=[O:9])=[N:6][CH:7]=1.[C:12](=O)([O-])[O-].[K+].[K+].[CH3:18][CH2:19][OH:20]. No catalyst specified. The product is [CH2:19]([O:20][C:2]1[N:3]=[CH:4][C:5]([C:8]([O:10][CH2:11][CH3:12])=[O:9])=[N:6][CH:7]=1)[CH3:18]. The yield is 0.390. (2) The reactants are [NH2:1][C:2]1[N:7]=[C:6]([NH:8][C:9]2[CH:10]=[C:11]3[C:15](=[C:16]([C:18]4[NH:19][C:20]5[C:25]([CH:26]=4)=[CH:24][CH:23]=[CH:22][C:21]=5[C:27](O)=[O:28])[CH:17]=2)[NH:14][N:13]=[CH:12]3)[CH:5]=[CH:4][N:3]=1.C1N=C[N:32](C(N2C=NC=C2)=O)C=1.CN(C)C=O.N. No catalyst specified. The product is [NH2:1][C:2]1[N:7]=[C:6]([NH:8][C:9]2[CH:10]=[C:11]3[C:15](=[C:16]([C:18]4[NH:19][C:20]5[C:25]([CH:26]=4)=[CH:24][CH:23]=[CH:22][C:21]=5[C:27]([NH2:32])=[O:28])[CH:17]=2)[NH:14][N:13]=[CH:12]3)[CH:5]=[CH:4][N:3]=1. The yield is 0.0200. (3) The reactants are [OH:1][CH2:2][C:3]1[CH:4]=[C:5]([CH:7]=[CH:8][CH:9]=1)[NH2:6].N1C=CN=C1.[Si:15](Cl)([C:18]([CH3:21])([CH3:20])[CH3:19])([CH3:17])[CH3:16].O. The catalyst is CN(C=O)C. The product is [Si:15]([O:1][CH2:2][C:3]1[CH:4]=[C:5]([CH:7]=[CH:8][CH:9]=1)[NH2:6])([C:18]([CH3:21])([CH3:20])[CH3:19])([CH3:17])[CH3:16]. The yield is 0.620. (4) The reactants are [O:1]1[C:5]2([CH2:10][CH2:9][N:8]([CH:11]([CH3:15])[CH2:12][CH2:13][NH2:14])[CH2:7][CH2:6]2)[O:4][CH2:3][CH2:2]1.[CH3:16][C:17]1[CH:25]=[CH:24][CH:23]=[C:22]([CH3:26])[C:18]=1[C:19](O)=[O:20]. No catalyst specified. The product is [O:4]1[C:5]2([CH2:6][CH2:7][N:8]([CH:11]([CH3:15])[CH2:12][CH2:13][NH:14][C:19](=[O:20])[C:18]3[C:22]([CH3:26])=[CH:23][CH:24]=[CH:25][C:17]=3[CH3:16])[CH2:9][CH2:10]2)[O:1][CH2:2][CH2:3]1. The yield is 0.830. (5) The reactants are [Cl:1][C:2]1[CH:3]=[C:4]2[S:10][C:9]([NH:11]C(=O)C3C=CC=CC=3)=[N:8][C:5]2=[N:6][CH:7]=1.OS(O)(=O)=O.[OH-].[Na+]. No catalyst specified. The product is [Cl:1][C:2]1[CH:3]=[C:4]2[S:10][C:9]([NH2:11])=[N:8][C:5]2=[N:6][CH:7]=1. The yield is 0.635.